Predict the reaction yield, written as a fraction of the theoretical maximum amount of product (1.0 means a 100% yield; for example, 0.34 means a 34% yield). From a dataset of Reaction yield outcomes from USPTO patents with 853,638 reactions. (1) The product is [CH2:1]([O:3][C:4]([C:6]1[C:10]([Cl:12])=[C:9]([CH3:11])[NH:8][N:7]=1)=[O:5])[CH3:2]. The reactants are [CH2:1]([O:3][C:4]([C:6]1[CH:10]=[C:9]([CH3:11])[NH:8][N:7]=1)=[O:5])[CH3:2].[Cl:12]N1C(=O)CCC1=O. The catalyst is CN(C)C=O. The yield is 0.960. (2) The reactants are [N+:1]([C:4]1[CH:10]=[CH:9][C:7]([NH2:8])=[CH:6][CH:5]=1)([O-:3])=[O:2].[CH3:11][C:12]1[CH:17]=[C:16]([CH3:18])[N:15]=[C:14]([CH:19]=O)[CH:13]=1.S(=O)(=O)(O)O.C([BH3-])#N.[Na+]. The catalyst is O1CCCC1.O. The product is [CH3:11][C:12]1[CH:17]=[C:16]([CH3:18])[N:15]=[C:14]([CH2:19][NH:8][C:7]2[CH:9]=[CH:10][C:4]([N+:1]([O-:3])=[O:2])=[CH:5][CH:6]=2)[CH:13]=1. The yield is 0.370. (3) The reactants are Cl[C:2]([C:11]1[C:12]([Cl:17])=[N:13][CH:14]=[CH:15][CH:16]=1)=[C:3]([C:9]#[N:10])[C:4]([O:6][CH2:7][CH3:8])=[O:5].[CH2:18]([NH2:21])[CH2:19][CH3:20]. The catalyst is O1CCCC1. The product is [Cl:17][C:12]1[C:11](/[C:2](/[NH:21][CH2:18][CH2:19][CH3:20])=[C:3](\[C:9]#[N:10])/[C:4]([O:6][CH2:7][CH3:8])=[O:5])=[CH:16][CH:15]=[CH:14][N:13]=1. The yield is 0.740. (4) The reactants are [O:1]=[C:2]([C:14]1[CH:19]=[C:18]([O:20][CH3:21])[C:17]([O:22][CH3:23])=[C:16]([O:24][CH3:25])[CH:15]=1)[CH:3]=[C:4]([C:6]1[CH:13]=[CH:12][C:9](C=O)=[CH:8][CH:7]=1)[CH3:5].CN1CCC(=C2[C:41]3[N:42]=[CH:43]C=[CH:45][C:40]=3[CH2:39]CC3C=CC=CC2=3)CC1.[CH:48](=[O:55])C1C=CC=CC=1.Cl.N(CC(O)=[O:61])C. No catalyst specified. The product is [CH3:48][O:55][C:39]([CH:40]1[CH2:45][N:42]([CH2:43][C:9]2[CH:12]=[CH:13][C:6]([C:4](=[CH:3][C:2](=[O:1])[C:14]3[CH:15]=[C:16]([O:24][CH3:25])[C:17]([O:22][CH3:23])=[C:18]([O:20][CH3:21])[CH:19]=3)[CH3:5])=[CH:7][CH:8]=2)[CH2:41]1)=[O:61]. The yield is 0.660. (5) The reactants are [CH2:1]([N:8]1[C@@H:13]2[C@H:14]([C:16]#[N:17])[CH2:15][C@@:9]1([C:19]1[CH:24]=[CH:23][CH:22]=[CH:21][CH:20]=1)[C:10](=[O:18])[CH2:11][CH2:12]2)[C:2]1[CH:7]=[CH:6][CH:5]=[CH:4][CH:3]=1.CO.[BH4-].[Na+]. The catalyst is C1COCC1. The product is [CH2:1]([N:8]1[C@@H:13]2[C@H:14]([C:16]#[N:17])[CH2:15][C@@:9]1([C:19]1[CH:24]=[CH:23][CH:22]=[CH:21][CH:20]=1)[C@H:10]([OH:18])[CH2:11][CH2:12]2)[C:2]1[CH:3]=[CH:4][CH:5]=[CH:6][CH:7]=1. The yield is 0.700. (6) The reactants are [CH3:1][O:2][C:3]([C@@H:5]1[CH2:10][CH2:9][CH2:8][CH2:7][C@H:6]1[C:11]([OH:13])=O)=[O:4].C(Cl)(=O)[C:15]([Cl:17])=O.[Si](C=[N+]=[N-])(C)(C)C.Cl.CCOCC. The catalyst is C(Cl)Cl.CN(C=O)C. The product is [Cl:17][CH2:15][C:11]([CH:6]1[CH2:7][CH2:8][CH2:9][CH2:10][CH:5]1[C:3]([O:2][CH3:1])=[O:4])=[O:13]. The yield is 0.200. (7) The reactants are [Cl:1][C:2]1[CH:10]=[C:9]2[C:5]([CH:6]=[CH:7][NH:8]2)=[CH:4][CH:3]=1.[N:11]([O-])=O.[Na+].[OH2:15]. The catalyst is C1COCC1. The product is [Cl:1][C:2]1[CH:10]=[C:9]2[C:5]([C:6]([CH:7]=[O:15])=[N:11][NH:8]2)=[CH:4][CH:3]=1. The yield is 0.340.